Dataset: Full USPTO retrosynthesis dataset with 1.9M reactions from patents (1976-2016). Task: Predict the reactants needed to synthesize the given product. (1) Given the product [CH:1]1([CH2:7][CH2:8][CH2:9][C@@H:10]([C:15]2[O:19][N:18]=[C:17]([C:20]([NH:28][CH:25]([CH3:27])[CH3:26])=[O:22])[N:16]=2)[CH2:11][C:12]([NH:47][OH:46])=[O:14])[CH2:2][CH2:3][CH2:4][CH2:5][CH2:6]1, predict the reactants needed to synthesize it. The reactants are: [CH:1]1([CH2:7][CH2:8][CH2:9][C@@H:10]([C:15]2[O:19][N:18]=[C:17]([C:20]([O:22]CC)=O)[N:16]=2)[CH2:11][C:12]([OH:14])=O)[CH2:6][CH2:5][CH2:4][CH2:3][CH2:2]1.[CH:25]([NH2:28])([CH3:27])[CH3:26].CN1CCOCC1.ClC(OCC(C)C)=O.C[Si](C)(C)[O:46][NH2:47].FC(F)(F)C(O)=O. (2) The reactants are: C([N:20]1[CH2:33][C:31]2=[C:32]3[C:27](=[CH:28][CH:29]=[CH:30]2)[C:26](=[O:34])[NH:25][C:24](=[O:35])[N:23]3[CH2:22][CH2:21]1)(C1C=CC=CC=1)(C1C=CC=CC=1)C1C=CC=CC=1.O1CCOCC1.[ClH:42]. Given the product [ClH:42].[C:26]1(=[O:34])[C:27]2[C:32]3=[C:31]([CH2:33][NH:20][CH2:21][CH2:22][N:23]3[C:24](=[O:35])[NH:25]1)[CH:30]=[CH:29][CH:28]=2, predict the reactants needed to synthesize it. (3) The reactants are: [Na].S(NN=[CH:14][C:15]1[CH:20]=[CH:19][C:18]([Cl:21])=[CH:17][CH:16]=1)(C1C=CC(C)=CC=1)(=O)=O.[CH:22]([N:24]1[C:28](=[O:29])[C:27]2=[CH:30][CH:31]=[CH:32][CH:33]=[C:26]2[C:25]1=[O:34])=[CH2:23].O. Given the product [Cl:21][C:18]1[CH:17]=[CH:16][C:15]([CH:14]2[CH2:23][CH:22]2[N:24]2[C:25](=[O:34])[C:26]3[C:27](=[CH:30][CH:31]=[CH:32][CH:33]=3)[C:28]2=[O:29])=[CH:20][CH:19]=1, predict the reactants needed to synthesize it. (4) Given the product [N+:1]([C:4]1[CH:5]=[CH:6][C:7]([N:10]2[CH2:15][CH2:14][N:13]([CH3:16])[CH2:12][CH2:11]2)=[CH:8][CH:9]=1)([O-:3])=[O:2], predict the reactants needed to synthesize it. The reactants are: [N+:1]([C:4]1[CH:9]=[CH:8][C:7]([N:10]2[CH2:15][CH2:14][NH:13][CH2:12][CH2:11]2)=[CH:6][CH:5]=1)([O-:3])=[O:2].[CH3:16]I. (5) Given the product [NH2:20][C:5]1[CH:4]=[CH:3][C:2]([F:1])=[CH:7][C:6]=1[NH:8][CH:9]1[CH2:10][CH2:11][N:12]([C:15]([O:17][CH2:18][CH3:19])=[O:16])[CH2:13][CH2:14]1, predict the reactants needed to synthesize it. The reactants are: [F:1][C:2]1[CH:3]=[CH:4][C:5]([N+:20]([O-])=O)=[C:6]([NH:8][CH:9]2[CH2:14][CH2:13][N:12]([C:15]([O:17][CH2:18][CH3:19])=[O:16])[CH2:11][CH2:10]2)[CH:7]=1. (6) Given the product [CH3:1][S:2][C:3]1[CH:10]=[CH:9][C:6](/[CH:7]=[CH:12]/[C:13]([OH:15])=[O:14])=[CH:5][CH:4]=1, predict the reactants needed to synthesize it. The reactants are: [CH3:1][S:2][C:3]1[CH:10]=[CH:9][C:6]([CH:7]=O)=[CH:5][CH:4]=1.C(O)(=O)[CH2:12][C:13]([OH:15])=[O:14].N1CCCCC1.